From a dataset of Full USPTO retrosynthesis dataset with 1.9M reactions from patents (1976-2016). Predict the reactants needed to synthesize the given product. (1) Given the product [CH:31]1([CH2:32][C:4]2([C:7]([O:9][CH3:10])=[O:8])[CH2:3][CH2:2][N:1]([C:11]([O:13][C:14]([CH3:17])([CH3:16])[CH3:15])=[O:12])[CH2:6][CH2:5]2)[CH2:29][CH2:30]1, predict the reactants needed to synthesize it. The reactants are: [N:1]1([C:11]([O:13][C:14]([CH3:17])([CH3:16])[CH3:15])=[O:12])[CH2:6][CH2:5][CH:4]([C:7]([O:9][CH3:10])=[O:8])[CH2:3][CH2:2]1.[Li+].CC([N-]C(C)C)C.CCC[CH2:29][CH2:30][CH2:31][CH3:32].[CH2:30]1[CH2:29]O[CH2:32][CH2:31]1.C(C1C=CC=CC=1)C.C1(CBr)CC1. (2) Given the product [CH3:1][C:2]1[C:3]([N:9]2[CH2:10][CH2:11][N:12]([C:15]([C:17]3[CH:22]=[CH:21][C:20]([N:23]4[CH:27]([CH3:28])[C:26](=[O:29])[N:25]([CH3:32])[C:24]4=[O:30])=[C:19]([F:31])[CH:18]=3)=[O:16])[CH2:13][CH2:14]2)=[N:4][CH:5]=[C:6]([CH3:8])[CH:7]=1, predict the reactants needed to synthesize it. The reactants are: [CH3:1][C:2]1[C:3]([N:9]2[CH2:14][CH2:13][N:12]([C:15]([C:17]3[CH:22]=[CH:21][C:20]([N:23]4[CH:27]([CH3:28])[C:26](=[O:29])[NH:25][C:24]4=[O:30])=[C:19]([F:31])[CH:18]=3)=[O:16])[CH2:11][CH2:10]2)=[N:4][CH:5]=[C:6]([CH3:8])[CH:7]=1.[CH3:32]I. (3) Given the product [CH2:38]([C:40]1[C:48]2[C:43](=[CH:44][CH:45]=[CH:46][C:47]=2[NH:49][C:16]([C:13]2[N:10]3[CH:11]=[CH:12][C:7]([C:5]([O:4][CH2:2][CH3:3])=[O:6])=[CH:8][C:9]3=[N:15][CH:14]=2)=[O:18])[N:42]([CH2:50][C:51]2[CH:56]=[CH:55][CH:54]=[C:53]([CH3:57])[N:52]=2)[N:41]=1)[CH3:39], predict the reactants needed to synthesize it. The reactants are: Cl.[CH2:2]([O:4][C:5]([C:7]1[CH:12]=[CH:11][N:10]2[C:13]([C:16]([OH:18])=O)=[CH:14][N:15]=[C:9]2[CH:8]=1)=[O:6])[CH3:3].C(N(CC)CC)C.ClC1C=C(Cl)C=C(Cl)C=1C(Cl)=O.[CH2:38]([C:40]1[C:48]2[C:47]([NH2:49])=[CH:46][CH:45]=[CH:44][C:43]=2[N:42]([CH2:50][C:51]2[CH:56]=[CH:55][CH:54]=[C:53]([CH3:57])[N:52]=2)[N:41]=1)[CH3:39]. (4) Given the product [Cl:17][C:8]1[C:7]([N+:11]([O-:13])=[O:12])=[C:20]([Cl:22])[CH:5]=[C:4]([CH2:3][O:2][CH3:1])[N:9]=1, predict the reactants needed to synthesize it. The reactants are: [CH3:1][O:2][CH2:3][C:4]1[N:9]=[C:8](O)[C:7]([N+:11]([O-:13])=[O:12])=C(O)[CH:5]=1.O=P(Cl)(Cl)[Cl:17].[CH2:20]([Cl:22])Cl. (5) Given the product [Br:2][CH2:15][CH2:14][CH2:13][CH2:12][CH2:11][C:5]1[CH:10]=[CH:9][CH:8]=[CH:7][CH:6]=1, predict the reactants needed to synthesize it. The reactants are: P(Br)(Br)[Br:2].[C:5]1([CH2:11][CH2:12][CH2:13][CH2:14][CH2:15]O)[CH:10]=[CH:9][CH:8]=[CH:7][CH:6]=1.O. (6) The reactants are: C[O:2][C:3]([C:5]1[S:9][C:8]2[C:10]([N+:20]([O-:22])=[O:21])=[C:11]([O:17]CC)[C:12]([O:14]CC)=[CH:13][C:7]=2[CH:6]=1)=[O:4].Br. Given the product [OH:14][C:12]1[C:11]([OH:17])=[C:10]([N+:20]([O-:22])=[O:21])[C:8]2[S:9][C:5]([C:3]([OH:4])=[O:2])=[CH:6][C:7]=2[CH:13]=1, predict the reactants needed to synthesize it. (7) Given the product [Cl:26][C:27]1[CH:28]=[C:29]([C:2]2[C:3]([CH3:25])=[CH:4][CH:5]=[C:6]([NH:8][C:9]([C:11]3([C:14]4[CH:24]=[CH:23][C:17]5[O:18][C:19]([F:21])([F:22])[O:20][C:16]=5[CH:15]=4)[CH2:13][CH2:12]3)=[O:10])[N:7]=2)[C:30]([O:33][CH3:34])=[N:31][CH:32]=1, predict the reactants needed to synthesize it. The reactants are: Cl[C:2]1[N:7]=[C:6]([NH:8][C:9]([C:11]2([C:14]3[CH:24]=[CH:23][C:17]4[O:18][C:19]([F:22])([F:21])[O:20][C:16]=4[CH:15]=3)[CH2:13][CH2:12]2)=[O:10])[CH:5]=[CH:4][C:3]=1[CH3:25].[Cl:26][C:27]1[CH:28]=[C:29](B2OC(C)(C)C(C)(C)O2)[C:30]([O:33][CH3:34])=[N:31][CH:32]=1.C(=O)([O-])[O-].[Na+].[Na+]. (8) The reactants are: [CH3:1][S:2][C:3]1[S:7][C:6]([NH2:8])=[N:5][N:4]=1.Br[CH2:10][C:11]([C:13]1[O:14][C:15]2[CH:21]=[C:20]([O:22][CH3:23])[C:19]([Cl:24])=[CH:18][C:16]=2[CH:17]=1)=O. Given the product [Cl:24][C:19]1[C:20]([O:22][CH3:23])=[CH:21][C:15]2[O:14][C:13]([C:11]3[N:8]=[C:6]4[N:5]([CH:10]=3)[N:4]=[C:3]([S:2][CH3:1])[S:7]4)=[CH:17][C:16]=2[CH:18]=1, predict the reactants needed to synthesize it. (9) Given the product [F:6][CH2:5][CH:4]([N:7]1[CH2:11][C@@H:10]([C:12]2[CH:17]=[CH:16][CH:15]=[CH:14][CH:13]=2)[C@H:9]([NH:18][C:31]([NH:30][C:29]2[N:25]([C:19]3[CH:20]=[CH:21][CH:22]=[CH:23][CH:24]=3)[N:26]=[C:27]3[CH2:42][CH2:41][CH2:40][C:28]=23)=[O:32])[CH2:8]1)[CH2:3][F:2], predict the reactants needed to synthesize it. The reactants are: Cl.[F:2][CH2:3][CH:4]([N:7]1[CH2:11][C@@H:10]([C:12]2[CH:17]=[CH:16][CH:15]=[CH:14][CH:13]=2)[C@H:9]([NH2:18])[CH2:8]1)[CH2:5][F:6].[C:19]1([N:25]2[C:29]([NH:30][C:31](=O)[O:32]C3C=CC=CC=3)=[C:28]3[CH2:40][CH2:41][CH2:42][C:27]3=[N:26]2)[CH:24]=[CH:23][CH:22]=[CH:21][CH:20]=1.CCN(C(C)C)C(C)C.